Dataset: Full USPTO retrosynthesis dataset with 1.9M reactions from patents (1976-2016). Task: Predict the reactants needed to synthesize the given product. (1) Given the product [OH:1][C:2]1[C:3]([Se:16][C:17]2[CH:27]=[CH:26][C:20]([C:21]([OH:23])=[O:22])=[CH:19][N:18]=2)=[CH:4][C:5]2[C:6]([CH3:15])([CH3:14])[CH2:7][CH2:8][C:9]([CH3:12])([CH3:13])[C:10]=2[CH:11]=1, predict the reactants needed to synthesize it. The reactants are: [OH:1][C:2]1[C:3]([Se:16][C:17]2[CH:27]=[CH:26][C:20]([C:21]([O:23]CC)=[O:22])=[CH:19][N:18]=2)=[CH:4][C:5]2[C:6]([CH3:15])([CH3:14])[CH2:7][CH2:8][C:9]([CH3:13])([CH3:12])[C:10]=2[CH:11]=1.[OH-].[Na+]. (2) Given the product [CH2:1]([C:3]([C:22]1[CH:27]=[CH:26][C:25]([OH:28])=[C:24]([CH3:35])[CH:23]=1)([C:6]1[CH:11]=[CH:10][C:9]([CH:12]([CH3:20])[CH2:13][C:14]([CH2:15][CH3:16])([OH:17])[CH2:18][CH3:19])=[C:8]([CH3:21])[CH:7]=1)[CH2:4][CH3:5])[CH3:2], predict the reactants needed to synthesize it. The reactants are: [CH2:1]([C:3]([C:22]1[CH:27]=[CH:26][C:25]([O:28]C(=O)C(C)(C)C)=[C:24]([CH3:35])[CH:23]=1)([C:6]1[CH:11]=[CH:10][C:9]([CH:12]([CH3:20])[CH2:13][C:14]([CH2:18][CH3:19])([OH:17])[CH2:15][CH3:16])=[C:8]([CH3:21])[CH:7]=1)[CH2:4][CH3:5])[CH3:2].[OH-].[K+].[NH4+].[Cl-]. (3) The reactants are: [S:1]1[C:5]2[CH:6]=[CH:7][CH:8]=[CH:9][C:4]=2[N:3]=[C:2]1[C:10]1[C:11]([NH2:25])=[N:12][CH:13]=[C:14](B2OC(C)(C)C(C)(C)O2)[CH:15]=1.I[C:27]1[CH:28]=[N:29][N:30]([CH:32]2[CH2:38][CH:37]3[N:39]([CH3:40])[CH:34]([CH2:35][CH2:36]3)[CH2:33]2)[CH:31]=1.C([O-])([O-])=O.[K+].[K+].COCCOC. Given the product [S:1]1[C:5]2[CH:6]=[CH:7][CH:8]=[CH:9][C:4]=2[N:3]=[C:2]1[C:10]1[C:11]([NH2:25])=[N:12][CH:13]=[C:14]([C:27]2[CH:28]=[N:29][N:30]([CH:32]3[CH2:33][CH:34]4[N:39]([CH3:40])[CH:37]([CH2:36][CH2:35]4)[CH2:38]3)[CH:31]=2)[CH:15]=1, predict the reactants needed to synthesize it. (4) The reactants are: [Li+].[OH-].C([O:5][C:6]([C:8]1[C:9]([Cl:19])=[C:10]([Cl:18])[C:11](=[O:17])[N:12]2[C:16]=1[CH2:15][CH2:14][CH2:13]2)=[O:7])C.CO. Given the product [Cl:18][C:10]1[C:11](=[O:17])[N:12]2[C:16](=[C:8]([C:6]([OH:7])=[O:5])[C:9]=1[Cl:19])[CH2:15][CH2:14][CH2:13]2, predict the reactants needed to synthesize it. (5) Given the product [Br:1][C:2]1[CH:3]=[C:4]2[C:9]([NH:8][C@@H:7]([CH3:18])[CH2:6][N:5]2[C:19]([CH:21]2[CH2:22][CH2:23]2)=[O:20])=[CH:10][CH:11]=1, predict the reactants needed to synthesize it. The reactants are: [Br:1][C:2]1[CH:3]=[C:4]2[C:9](=[CH:10][CH:11]=1)[N:8](C(=O)C(F)(F)F)[C@@H:7]([CH3:18])[CH2:6][N:5]2[C:19]([CH:21]1[CH2:23][CH2:22]1)=[O:20].C(=O)(O)[O-].[Na+]. (6) Given the product [CH3:19][O:18][N:17]([CH3:16])[C:10](=[O:11])[CH2:9][C:5]1[CH:6]=[CH:7][CH:8]=[C:3]([C:2]([F:14])([F:13])[F:1])[CH:4]=1, predict the reactants needed to synthesize it. The reactants are: [F:1][C:2]([F:14])([F:13])[C:3]1[CH:4]=[C:5]([CH2:9][C:10](O)=[O:11])[CH:6]=[CH:7][CH:8]=1.Cl.[CH3:16][NH:17][O:18][CH3:19].CN(C(ON1N=NC2C=CC=NC1=2)=[N+](C)C)C.F[P-](F)(F)(F)(F)F.CCN(C(C)C)C(C)C. (7) Given the product [C:18]([C:16]1[CH:15]=[C:14]([CH2:22][OH:23])[C:13]([O:24][CH3:25])=[C:12]([NH:11][C:2](=[O:3])[O:4][C:5]2[CH:10]=[CH:9][CH:8]=[CH:7][CH:6]=2)[CH:17]=1)([CH3:21])([CH3:19])[CH3:20], predict the reactants needed to synthesize it. The reactants are: Cl[C:2]([O:4][C:5]1[CH:10]=[CH:9][CH:8]=[CH:7][CH:6]=1)=[O:3].[NH2:11][C:12]1[C:13]([O:24][CH3:25])=[C:14]([CH2:22][OH:23])[CH:15]=[C:16]([C:18]([CH3:21])([CH3:20])[CH3:19])[CH:17]=1.C([O-])(O)=O.[Na+]. (8) Given the product [NH2:22][CH:18]1[C:17]2[CH:16]=[N:15][CH:14]=[C:13]([N:6]3[CH2:5][C:4]4[C:8](=[CH:9][CH:10]=[C:2]([Cl:1])[CH:3]=4)[C:7]3=[O:11])[C:21]=2[CH2:20][CH2:19]1, predict the reactants needed to synthesize it. The reactants are: [Cl:1][C:2]1[CH:3]=[C:4]2[C:8](=[CH:9][CH:10]=1)[C:7](=[O:11])[NH:6][CH2:5]2.Br[C:13]1[C:21]2[CH2:20][CH2:19][CH:18]([NH2:22])[C:17]=2[CH:16]=[N:15][CH:14]=1.C([O-])([O-])=O.[Cs+].[Cs+].N[C@H]1CCCC[C@@H]1N. (9) Given the product [CH3:36][N:37]1[CH2:42][CH2:41][CH:40]([CH:43]2[CH2:48][CH2:47][N:46]([C:5](=[O:7])[CH:4]([CH2:8][C:9]3[CH:18]=[CH:17][C:16]4[CH2:15][CH2:14][CH2:13][CH2:12][C:11]=4[CH:10]=3)[CH2:3][C:2]([N:19]3[CH2:20][CH2:21][CH:22]([N:25]4[CH2:34][C:33]5[C:28](=[CH:29][CH:30]=[CH:31][CH:32]=5)[NH:27][C:26]4=[O:35])[CH2:23][CH2:24]3)=[O:1])[CH2:45][CH2:44]2)[CH2:39][CH2:38]1, predict the reactants needed to synthesize it. The reactants are: [O:1]=[C:2]([N:19]1[CH2:24][CH2:23][CH:22]([N:25]2[CH2:34][C:33]3[C:28](=[CH:29][CH:30]=[CH:31][CH:32]=3)[NH:27][C:26]2=[O:35])[CH2:21][CH2:20]1)[CH2:3][CH:4]([CH2:8][C:9]1[CH:18]=[CH:17][C:16]2[CH2:15][CH2:14][CH2:13][CH2:12][C:11]=2[CH:10]=1)[C:5]([OH:7])=O.[CH3:36][N:37]1[CH2:42][CH2:41][CH:40]([CH:43]2[CH2:48][CH2:47][NH:46][CH2:45][CH2:44]2)[CH2:39][CH2:38]1.